From a dataset of Full USPTO retrosynthesis dataset with 1.9M reactions from patents (1976-2016). Predict the reactants needed to synthesize the given product. (1) Given the product [Br:1][C:2]1[CH:3]=[C:4]2[C:9](=[C:10]([Br:14])[C:11]=1[O:12][CH3:13])[CH2:8][N:7]([C:26]([O:28][C:29]([CH3:32])([CH3:31])[CH3:30])=[O:27])[C@@:6]([CH3:18])([C:15]([OH:17])=[O:16])[CH2:5]2, predict the reactants needed to synthesize it. The reactants are: [Br:1][C:2]1[CH:3]=[C:4]2[C:9](=[C:10]([Br:14])[C:11]=1[O:12][CH3:13])[CH2:8][NH:7][C@@:6]([CH3:18])([C:15]([OH:17])=[O:16])[CH2:5]2.C(N(CC)CC)C.[C:26](O[C:26]([O:28][C:29]([CH3:32])([CH3:31])[CH3:30])=[O:27])([O:28][C:29]([CH3:32])([CH3:31])[CH3:30])=[O:27]. (2) Given the product [CH3:1][C:2]1([CH3:33])[C:10]2[CH:9]=[N:8][C:7]([NH:11][C:12]3[CH:17]=[CH:16][N:15]=[C:14]([CH3:18])[CH:13]=3)=[N:6][C:5]=2[CH2:4][NH:3]1, predict the reactants needed to synthesize it. The reactants are: [CH3:1][C:2]1([CH3:33])[C:10]2[CH:9]=[N:8][C:7]([NH:11][C:12]3[CH:17]=[CH:16][N:15]=[C:14]([CH3:18])[CH:13]=3)=[N:6][C:5]=2[CH:4](C(OC)=O)[N:3]1C(OCC1C=CC=CC=1)=O. (3) Given the product [CH3:36][O:21][CH2:20][C:19]1[C:15]([CH2:14][O:13][C:10]2[CH:11]=[CH:12][C:7]([O:6][CH2:5][C:4]([OH:3])=[O:33])=[C:8]([CH3:32])[CH:9]=2)=[N:16][O:17][C:18]=1[C:22]1[CH:27]=[CH:26][C:25]([C:28]([F:29])([F:30])[F:31])=[CH:24][CH:23]=1, predict the reactants needed to synthesize it. The reactants are: C([O:3][C:4](=[O:33])[CH2:5][O:6][C:7]1[CH:12]=[CH:11][C:10]([O:13][CH2:14][C:15]2[C:19]([CH2:20][OH:21])=[C:18]([C:22]3[CH:27]=[CH:26][C:25]([C:28]([F:31])([F:30])[F:29])=[CH:24][CH:23]=3)[O:17][N:16]=2)=[CH:9][C:8]=1[CH3:32])C.[H-].[Na+].[CH3:36]I.[OH-].[Na+].Cl. (4) The reactants are: Cl.[NH2:2][C:3]1([CH2:8]Cl)[CH2:7][CH2:6][CH2:5][CH2:4]1.[CH3:10][C:11]1[CH:16]=[C:15]([N+:17]([O-:19])=[O:18])[CH:14]=[CH:13][C:12]=1[N:20]=[C:21]=[S:22]. Given the product [CH3:10][C:11]1[CH:16]=[C:15]([N+:17]([O-:19])=[O:18])[CH:14]=[CH:13][C:12]=1[N:20]=[C:21]1[S:22][CH2:8][C:3]2([CH2:7][CH2:6][CH2:5][CH2:4]2)[NH:2]1, predict the reactants needed to synthesize it. (5) Given the product [N:3]1[CH:8]=[CH:7][N:6]=[CH:5][C:4]=1[C:9]1([C:10]#[N:11])[CH2:14][CH2:13]1, predict the reactants needed to synthesize it. The reactants are: [H-].[Na+].[N:3]1[CH:8]=[CH:7][N:6]=[CH:5][C:4]=1[CH2:9][C:10]#[N:11].Br[CH2:13][CH2:14]Br. (6) Given the product [Si:1]([O:8][CH2:9][C@H:10]([NH:19][C:20]([C:22]1[NH:31][C:25]2=[CH:26][N:27]=[C:28]([Cl:30])[CH:29]=[C:24]2[CH:23]=1)=[O:21])[C:11](=[O:18])[C:12]1[CH:13]=[CH:14][CH:15]=[CH:16][CH:17]=1)([C:4]([CH3:7])([CH3:5])[CH3:6])([CH3:3])[CH3:2], predict the reactants needed to synthesize it. The reactants are: [Si:1]([O:8][CH2:9][C@H:10]([NH:19][C:20]([C:22]1[NH:31][C:25]2=[CH:26][N:27]=[C:28]([Cl:30])[CH:29]=[C:24]2[CH:23]=1)=[O:21])[C@@H:11]([OH:18])[C:12]1[CH:17]=[CH:16][CH:15]=[CH:14][CH:13]=1)([C:4]([CH3:7])([CH3:6])[CH3:5])([CH3:3])[CH3:2].CC(OI1(OC(C)=O)(OC(C)=O)OC(=O)C2C=CC=CC1=2)=O.S([O-])([O-])(=O)=S.[Na+].[Na+].[O-]S([O-])=O.[Na+].[Na+]. (7) Given the product [Br:1][C:2]1[N:7]=[C:6](/[C:8](=[N:25]/[S@@:23]([C:19]([CH3:22])([CH3:21])[CH3:20])=[O:24])/[CH3:9])[C:5]([F:11])=[C:4]([Si:12]([CH2:17][CH3:18])([CH2:15][CH3:16])[CH2:13][CH3:14])[CH:3]=1, predict the reactants needed to synthesize it. The reactants are: [Br:1][C:2]1[N:7]=[C:6]([C:8](=O)[CH3:9])[C:5]([F:11])=[C:4]([Si:12]([CH2:17][CH3:18])([CH2:15][CH3:16])[CH2:13][CH3:14])[CH:3]=1.[C:19]([S@:23]([NH2:25])=[O:24])([CH3:22])([CH3:21])[CH3:20]. (8) Given the product [C:40]([O:39][C:37]([C:35]1[N:34]=[N:33][N:32]([CH2:31][C@H:30]([F:29])[CH2:44][C:14]([C:11]2[N:12]=[N:13][C:8]([I:7])=[CH:9][CH:10]=2)([C:22]([O:24][C:25]([CH3:28])([CH3:27])[CH3:26])=[O:23])[C:15]([O:17][C:18]([CH3:20])([CH3:21])[CH3:19])=[O:16])[CH:36]=1)=[O:38])([CH3:43])([CH3:42])[CH3:41], predict the reactants needed to synthesize it. The reactants are: C([O-])([O-])=O.[K+].[K+].[I:7][C:8]1[N:13]=[N:12][C:11]([CH:14]([C:22]([O:24][C:25]([CH3:28])([CH3:27])[CH3:26])=[O:23])[C:15]([O:17][C:18]([CH3:21])([CH3:20])[CH3:19])=[O:16])=[CH:10][CH:9]=1.[F:29][C@H:30]([CH2:44]I)[CH2:31][N:32]1[CH:36]=[C:35]([C:37]([O:39][C:40]([CH3:43])([CH3:42])[CH3:41])=[O:38])[N:34]=[N:33]1.